Dataset: Full USPTO retrosynthesis dataset with 1.9M reactions from patents (1976-2016). Task: Predict the reactants needed to synthesize the given product. (1) Given the product [CH2:27]([O:26][C:24](=[O:25])[CH2:23][C:22]1[NH:29][C:30](=[O:32])[CH:17]=[C:16]([N:5]2[CH2:6][CH2:7][O:8][CH:3]([CH2:1][CH3:2])[CH2:4]2)[N:12]=1)[CH3:28], predict the reactants needed to synthesize it. The reactants are: [CH2:1]([CH:3]1[O:8][CH2:7][CH2:6][NH:5][CH2:4]1)[CH3:2].C([N:12]([CH2:16][CH3:17])C(C)C)(C)C.Cl.C(O[C:22](=[NH:29])[CH2:23][C:24]([O:26][CH2:27][CH3:28])=[O:25])C.[CH2:30]([OH:32])C. (2) Given the product [C:20]1([C:18]([N:15]2[CH2:14][CH2:13][CH:12]([CH2:11][N:7]3[C:8]4[C:4](=[CH:3][C:2]([C:46]#[C:45][Si:47]([CH3:50])([CH3:49])[CH3:48])=[CH:10][CH:9]=4)[CH:5]=[CH:6]3)[CH2:17][CH2:16]2)=[O:19])[CH:21]=[CH:22][CH:23]=[CH:24][CH:25]=1, predict the reactants needed to synthesize it. The reactants are: Br[C:2]1[CH:3]=[C:4]2[C:8](=[CH:9][CH:10]=1)[N:7]([CH2:11][CH:12]1[CH2:17][CH2:16][N:15]([C:18]([C:20]3[CH:25]=[CH:24][CH:23]=[CH:22][CH:21]=3)=[O:19])[CH2:14][CH2:13]1)[CH:6]=[CH:5]2.C1(P(C2C=CC=CC=2)C2C=CC=CC=2)C=CC=CC=1.[C:45]([Si:47]([CH3:50])([CH3:49])[CH3:48])#[CH:46].O. (3) Given the product [C:1]([N:4]1[CH2:12][CH2:11][CH:7]([C:8]([Cl:15])=[O:9])[CH2:6][CH2:5]1)(=[O:3])[CH3:2], predict the reactants needed to synthesize it. The reactants are: [C:1]([N:4]1[CH2:12][CH2:11][CH:7]([C:8](O)=[O:9])[CH2:6][CH2:5]1)(=[O:3])[CH3:2].O=S(Cl)[Cl:15]. (4) Given the product [CH2:19]([O:17][CH:14]1[CH2:15][CH2:16][N:11]([O:10][C:8]([O:7][C:3]([CH3:6])([CH3:4])[CH3:5])=[O:9])[CH2:12][CH2:13]1)[CH2:20][CH2:21][CH3:22], predict the reactants needed to synthesize it. The reactants are: [H-].[Na+].[C:3]([O:7][C:8]([O:10][N:11]1[CH2:16][CH2:15][CH:14]([OH:17])[CH2:13][CH2:12]1)=[O:9])([CH3:6])([CH3:5])[CH3:4].I[CH2:19][CH2:20][CH2:21][CH3:22].O. (5) Given the product [C:7]([NH:10][C:11]1[S:12][C:13]([S:17]([N:1]2[CH2:5][CH2:4][CH:3]([OH:6])[CH2:2]2)(=[O:18])=[O:19])=[C:14]([CH3:16])[N:15]=1)(=[O:9])[CH3:8], predict the reactants needed to synthesize it. The reactants are: [NH:1]1[CH2:5][CH2:4][CH:3]([OH:6])[CH2:2]1.[C:7]([NH:10][C:11]1[S:12][C:13]([S:17](Cl)(=[O:19])=[O:18])=[C:14]([CH3:16])[N:15]=1)(=[O:9])[CH3:8].C(N(CC)CC)C. (6) The reactants are: [F:1][C:2]1[CH:3]=[CH:4][C:5]([CH2:8][O:9][C:10]2[CH:15]=[CH:14][N:13]([C:16]3[CH:21]=[CH:20][C:19]4[C:22]5[CH2:27][CH2:26][N:25](C(OC(C)(C)C)=O)[CH2:24][C:23]=5[S:35][C:18]=4[CH:17]=3)[C:12](=[O:36])[CH:11]=2)=[N:6][CH:7]=1.[ClH:37]. Given the product [ClH:37].[F:1][C:2]1[CH:3]=[CH:4][C:5]([CH2:8][O:9][C:10]2[CH:15]=[CH:14][N:13]([C:16]3[CH:21]=[CH:20][C:19]4[C:22]5[CH2:27][CH2:26][NH:25][CH2:24][C:23]=5[S:35][C:18]=4[CH:17]=3)[C:12](=[O:36])[CH:11]=2)=[N:6][CH:7]=1, predict the reactants needed to synthesize it. (7) Given the product [CH:38]1[CH:39]=[C:34]([O:5][C:4]2[N:6]=[C:52]([C:53]([NH:55][C:56]3[CH:57]=[CH:58][C:59]([F:90])=[CH:60][CH:61]=3)=[O:54])[CH:51]=[CH:67][CH:3]=2)[CH:35]=[C:36]([C:40]([F:41])([F:42])[F:43])[CH:37]=1, predict the reactants needed to synthesize it. The reactants are: CC[CH:3](OC1C=CC(F)=C(C(F)(F)F)C=1)[C:4]([NH:6]CC1C=CC=CC=1)=[O:5].CN1C=C([C:34]2[CH:39]=[CH:38][CH:37]=[C:36]([C:40]([F:43])([F:42])[F:41])[CH:35]=2)C(=O)C(C2C=CC=CC=2)=C1.C1[N:55]([C:56]2[CH:61]=[C:60](C(F)(F)F)[CH:59]=[CH:58][CH:57]=2)[C:53](=[O:54])[CH:52](Cl)[CH:51]1[CH2:67]Cl.CNC1OC(C2C=CC=CC=2)C(=O)C=1C1C=CC=C(C(F)(F)[F:90])C=1.CS(C1C=CC(C(C2C(=O)C3CC(CC3)C=2SC2C=CC=CC=2)=O)=C(Cl)C=1)(=O)=O.